From a dataset of Experimentally validated miRNA-target interactions with 360,000+ pairs, plus equal number of negative samples. Binary Classification. Given a miRNA mature sequence and a target amino acid sequence, predict their likelihood of interaction. (1) The miRNA is hsa-miR-877-5p with sequence GUAGAGGAGAUGGCGCAGGG. The protein sequence of the target gene is MLPRGRPRALGAAALLLLLLLLGFLLFGGDLGCERREPGGRAGAPGCFPGPLMPRVPPDGRLRRAAALDGDPGAGPGDHNRSDCGPQPPPPPKCELLHVAIVCAGHNSSRDVITLVKSMLFYRKNPLHLHLVTDAVARNILETLFHTWMVPAVRVSFYHADQLKPQVSWIPNKHYSGLYGLMKLVLPSALPAELARVIVLDTDVTFASDISELWALFAHFSDTQAIGLVENQSDWYLGNLWKNHRPWPALGRGFNTGVILLRLDRLRQAGWEQMWRLTARRELLSLPATSLADQDIFNAV.... Result: 1 (interaction). (2) The miRNA is hsa-miR-154-5p with sequence UAGGUUAUCCGUGUUGCCUUCG. The protein sequence of the target gene is MGAAAVRWHLYLLLALGARGRLVGGSGLPGAVDVDECSEGTDDCHIDAICQNTPKSYKCLCKPGYKGEGRQCEDIDECENDYYNGGCVHDCINIPGNYRCTCFDGFMLAHDGHNCLDVDECQDNNGGCQQICVNAMGSYECQCHSGFFLSDNQHTCIHRSNEGMNCMNKDHGCAHICRETPKGGVACDCRPGFDLAQNQKDCTLTCNYGNGGCQHSCEDTDTGPMCGCHQKYALHADGRTCIEKDEAAIERSQFNATSVADVDKRVKRRLLMETCAVNNGGCDRTCKDTATGVRCSCPVG.... Result: 0 (no interaction). (3) The miRNA is hsa-miR-338-3p with sequence UCCAGCAUCAGUGAUUUUGUUG. The protein sequence of the target gene is MLITERKHFRSGRIAQSMSEANLIDMEAGKLSKSCNITECQDPDLLHNWPDAFTLRGNNASKVANPFWNQLSASNPFLDDITQLRNNRKRNNISILKEDPFLFCREIENGNSFDSSGDELDVHQLLRQTSSRNSGRSKSVSELLDILDDTAHAHQSIHNSDQILLHDLEWLKNDREAYKMAWLSQRQLARSCLDLNTISQSPGWAQTQLAEVTIACKVNHQGGSVQLPESDITVHVPQGHVAVGEFQEVSLRAFLDPPHMLNHDLSCTVSPLLEIMLGNLNTMEALLLEMKIGAEVRKDP.... Result: 1 (interaction). (4) The miRNA is hsa-miR-383-5p with sequence AGAUCAGAAGGUGAUUGUGGCU. The protein sequence of the target gene is MRVLGGRCGALLACLLLVLPVSEANFLSKQQASQVLVRKRRANSLLEETKQGNLERECIEELCNKEEAREVFENDPETDYFYPKYLVCLRSFQTGLFTAARQSTNAYPDLRSCVNAIPDQCSPLPCNEDGYMSCKDGKASFTCTCKPGWQGEKCEFDINECKDPSNINGGCSQICDNTPGSYHCSCKNGFVMLSNKKDCKDVDECSLKPSICGTAVCKNIPGDFECECPEGYRYNLKSKSCEDIDECSENMCAQLCVNYPGGYTCYCDGKKGFKLAQDQKSCEVVSVCLPLNLDTKYELL.... Result: 0 (no interaction).